Dataset: Full USPTO retrosynthesis dataset with 1.9M reactions from patents (1976-2016). Task: Predict the reactants needed to synthesize the given product. The reactants are: C1(P(C2C=CC=CC=2)C2C=CC=CC=2)C=CC=CC=1.[CH3:20][C:21]([C:39]1[CH:44]=[CH:43][C:42]([C:45]2[O:49][N:48]=[C:47]([CH2:50]O)[CH:46]=2)=[CH:41][CH:40]=1)([C:25]1[CH:30]=[CH:29][C:28]([O:31][CH2:32][C:33]2[CH:38]=[CH:37][CH:36]=[CH:35][N:34]=2)=[CH:27][N:26]=1)[CH:22]([CH3:24])[CH3:23].C(Br)(Br)(Br)[Br:53].C(=O)(O)[O-].[Na+]. Given the product [Br:53][CH2:50][C:47]1[CH:46]=[C:45]([C:42]2[CH:43]=[CH:44][C:39]([C:21]([C:25]3[CH:30]=[CH:29][C:28]([O:31][CH2:32][C:33]4[CH:38]=[CH:37][CH:36]=[CH:35][N:34]=4)=[CH:27][N:26]=3)([CH3:20])[CH:22]([CH3:24])[CH3:23])=[CH:40][CH:41]=2)[O:49][N:48]=1, predict the reactants needed to synthesize it.